From a dataset of Peptide-MHC class I binding affinity with 185,985 pairs from IEDB/IMGT. Regression. Given a peptide amino acid sequence and an MHC pseudo amino acid sequence, predict their binding affinity value. This is MHC class I binding data. The peptide sequence is AVWRSATET. The MHC is Mamu-B03 with pseudo-sequence Mamu-B03. The binding affinity (normalized) is 0.0133.